From a dataset of Full USPTO retrosynthesis dataset with 1.9M reactions from patents (1976-2016). Predict the reactants needed to synthesize the given product. (1) Given the product [CH2:1]([O:8][CH2:9][C@H:10]([CH3:13])[CH2:11][C:14]#[N:16])[C:2]1[CH:7]=[CH:6][CH:5]=[CH:4][CH:3]=1, predict the reactants needed to synthesize it. The reactants are: [CH2:1]([O:8][CH2:9][C@H:10]([CH3:13])[CH2:11]O)[C:2]1[CH:7]=[CH:6][CH:5]=[CH:4][CH:3]=1.[CH2:14]([N:16](CC)CC)C.CS(Cl)(=O)=O.[C-]#N.[Na+]. (2) Given the product [Cl:24][C:23]1[C:22]2[CH:25]=[CH:26][CH:27]=[CH:28][C:21]=2[S:20][C:19]=1[CH2:18][S:8][C:6]1[N:5]=[C:4]([OH:9])[CH:3]=[C:2]([CH3:1])[N:7]=1, predict the reactants needed to synthesize it. The reactants are: [CH3:1][C:2]1[N:7]=[C:6]([SH:8])[N:5]=[C:4]([OH:9])[CH:3]=1.C(N(CC)CC)C.Br[CH2:18][C:19]1[S:20][C:21]2[CH:28]=[CH:27][CH:26]=[CH:25][C:22]=2[C:23]=1[Cl:24]. (3) Given the product [F:39][C:36]1[N:37]=[CH:38][C:33]([C@H:31]([N:28]2[CH2:29][CH2:30][N:25]([C:23]([O:22][C:18]([CH3:19])([CH3:21])[CH3:20])=[O:24])[CH2:26][C@@H:27]2[CH3:43])[CH3:32])=[CH:34][C:35]=1[C:2]1[N:10]=[C:9]([CH3:11])[N:8]=[C:7]2[C:3]=1[N:4]=[CH:5][N:6]2[CH:12]1[CH2:17][CH2:16][CH2:15][CH2:14][O:13]1, predict the reactants needed to synthesize it. The reactants are: Cl[C:2]1[N:10]=[C:9]([CH3:11])[N:8]=[C:7]2[C:3]=1[N:4]=[CH:5][N:6]2[CH:12]1[CH2:17][CH2:16][CH2:15][CH2:14][O:13]1.[C:18]([O:22][C:23]([N:25]1[CH2:30][CH2:29][N:28]([C@@H:31]([C:33]2[CH:34]=[C:35](B(O)O)[C:36]([F:39])=[N:37][CH:38]=2)[CH3:32])[C@@H:27]([CH3:43])[CH2:26]1)=[O:24])([CH3:21])([CH3:20])[CH3:19].C([O-])(=O)C.[K+].CO. (4) Given the product [C:32]([O:31][C:29]([N:36]1[CH2:41][CH2:40][CH2:39][CH:38]([N:50]2[C:46]3=[N:47][CH:48]=[N:49][C:44]([Cl:43])=[C:45]3[CH:52]=[N:51]2)[CH2:37]1)=[O:30])([CH3:35])([CH3:34])[CH3:33], predict the reactants needed to synthesize it. The reactants are: C1(P(C2C=CC=CC=2)C2C=CC=CC=2)C=CC=CC=1.C(N=C=NC(C)C)(C)C.[C:29]([N:36]1[CH2:41][CH2:40][CH2:39][CH:38](O)[CH2:37]1)([O:31][C:32]([CH3:35])([CH3:34])[CH3:33])=[O:30].[Cl:43][C:44]1[N:49]=[CH:48][N:47]=[C:46]2[NH:50][N:51]=[CH:52][C:45]=12. (5) The reactants are: [F:1][C:2]1[CH:7]=[C:6]([F:8])[CH:5]=[CH:4][C:3]=1[CH2:9][CH2:10][N:11]1[CH2:16][CH2:15][C:14]([F:27])([S:17]([C:20]2[CH:25]=[CH:24][C:23](F)=[CH:22][CH:21]=2)(=[O:19])=[O:18])[CH2:13][CH2:12]1.[C-:28]#[N:29].[Na+].CS(C)=O. Given the product [F:1][C:2]1[CH:7]=[C:6]([F:8])[CH:5]=[CH:4][C:3]=1[CH2:9][CH2:10][N:11]1[CH2:12][CH2:13][C:14]([S:17]([C:20]2[CH:21]=[CH:22][C:23]([C:28]#[N:29])=[CH:24][CH:25]=2)(=[O:19])=[O:18])([F:27])[CH2:15][CH2:16]1, predict the reactants needed to synthesize it. (6) The reactants are: [C:1]([C:5]1[N:6]=[C:7]([C:13]2[C:14]([CH3:22])=[N:15][N:16]3[CH:21]=[CH:20][CH:19]=[CH:18][C:17]=23)[S:8][C:9]=1[C:10]([NH2:12])=O)([CH3:4])([CH3:3])[CH3:2].COC(OC)[N:26]([CH3:28])C.O.[NH2:32]N. Given the product [C:1]([C:5]1[N:6]=[C:7]([C:13]2[C:14]([CH3:22])=[N:15][N:16]3[CH:21]=[CH:20][CH:19]=[CH:18][C:17]=23)[S:8][C:9]=1[C:10]1[NH:26][CH:28]=[N:32][N:12]=1)([CH3:4])([CH3:3])[CH3:2], predict the reactants needed to synthesize it. (7) Given the product [Br:1][C:2]1[C:3]([S:10][CH3:9])=[N:4][CH:5]=[CH:6][CH:7]=1, predict the reactants needed to synthesize it. The reactants are: [Br:1][C:2]1[C:3](Cl)=[N:4][CH:5]=[CH:6][CH:7]=1.[CH3:9][S-:10].[Na+]. (8) Given the product [OH:31][CH2:3][C@@H:2]1[CH2:1][O:8][C:9](=[O:21])[N:10]1[C:11]1[CH:20]=[CH:19][C:14]2[C:15]([CH3:18])=[N:16][O:17][C:13]=2[CH:12]=1.[CH3:18][C:15]1[C:14]2[CH:19]=[CH:20][C:11]([N:10]3[CH2:22][C@H:1]([CH2:2][O:32][C:27](=[O:31])[CH2:28][CH2:29][CH3:30])[O:8][C:9]3=[O:21])=[CH:12][C:13]=2[O:17][N:16]=1, predict the reactants needed to synthesize it. The reactants are: [CH2:1]([O:8][C:9](=[O:21])[NH:10][C:11]1[CH:20]=[CH:19][C:14]2[C:15]([CH3:18])=[N:16][O:17][C:13]=2[CH:12]=1)[C:2]1C=CC=C[CH:3]=1.[CH2:22]([Li])CCC.[C:27]([O:32]C[C@@H]1OC1)(=[O:31])[CH2:28][CH2:29][CH3:30]. (9) Given the product [C:1]([O:5][C:6]([N:8]1[CH2:9][CH2:10][CH:11]([C:14]2[N:15]([CH2:30][CH2:31][N:37]3[CH2:43][CH2:42][CH2:41][C@@H:38]3[CH2:39][OH:40])[CH:16]=[C:17]([C:19]3[CH:24]=[CH:23][C:22]([F:25])=[C:21]([C:26]([F:28])([F:29])[F:27])[CH:20]=3)[N:18]=2)[CH2:12][CH2:13]1)=[O:7])([CH3:4])([CH3:2])[CH3:3], predict the reactants needed to synthesize it. The reactants are: [C:1]([O:5][C:6]([N:8]1[CH2:13][CH2:12][CH:11]([C:14]2[N:15]([CH2:30][CH2:31]OS(C)(=O)=O)[CH:16]=[C:17]([C:19]3[CH:24]=[CH:23][C:22]([F:25])=[C:21]([C:26]([F:29])([F:28])[F:27])[CH:20]=3)[N:18]=2)[CH2:10][CH2:9]1)=[O:7])([CH3:4])([CH3:3])[CH3:2].[NH:37]1[CH2:43][CH2:42][CH2:41][C@@H:38]1[CH2:39][OH:40].CN(C=O)C.